This data is from Reaction yield outcomes from USPTO patents with 853,638 reactions. The task is: Predict the reaction yield, written as a fraction of the theoretical maximum amount of product (1.0 means a 100% yield; for example, 0.34 means a 34% yield). (1) The reactants are C(N(CC)CC)C.Cl.[Br:9][C:10]1[CH:15]=[CH:14][C:13]([CH:16]2[CH2:20][CH2:19][NH:18][CH2:17]2)=[CH:12][CH:11]=1.[C:21](Cl)(=[O:23])[CH3:22]. The catalyst is C1COCC1.O. The product is [Br:9][C:10]1[CH:11]=[CH:12][C:13]([CH:16]2[CH2:20][CH2:19][N:18]([C:21](=[O:23])[CH3:22])[CH2:17]2)=[CH:14][CH:15]=1. The yield is 1.00. (2) The reactants are [C:1]([O:5][C:6]([N:8]1[CH2:11][CH:10]([C:12]2[CH:13]=[N:14][CH:15]=[C:16](Br)[CH:17]=2)[CH2:9]1)=[O:7])([CH3:4])([CH3:3])[CH3:2].[Cl:19][C:20]1[CH:21]=[C:22]2[C:26](=[CH:27][CH:28]=1)[C:25](=[O:29])[NH:24][C:23]2([CH3:31])[CH3:30].C([O-])([O-])=O.[Cs+].[Cs+].[C@@H]1(N)CCCC[C@H]1N. The catalyst is O1CCOCC1.[Cu]I. The product is [C:1]([O:5][C:6]([N:8]1[CH2:11][CH:10]([C:12]2[CH:13]=[N:14][CH:15]=[C:16]([N:24]3[C:25](=[O:29])[C:26]4[C:22](=[CH:21][C:20]([Cl:19])=[CH:28][CH:27]=4)[C:23]3([CH3:31])[CH3:30])[CH:17]=2)[CH2:9]1)=[O:7])([CH3:4])([CH3:3])[CH3:2]. The yield is 0.190. (3) The reactants are CC1C=C(C=CC=1)O[C:6]1[N:11]=[CH:10][N:9]=[C:8]([NH:12][C:13]2[CH:18]=[CH:17][CH:16]=[C:15]([NH2:19])[N:14]=2)[CH:7]=1.NC1C=CC=C(N)N=1.[Cl:31]C1C=C(Cl)N=CN=1. The catalyst is C(O)CCC. The product is [Cl:31][C:6]1[N:11]=[CH:10][N:9]=[C:8]([NH:12][C:13]2[CH:18]=[CH:17][CH:16]=[C:15]([NH2:19])[N:14]=2)[CH:7]=1. The yield is 0.360. (4) The reactants are [NH2:1][C:2](=[N:12][O:13][C:14](=O)[C:15]1[CH:20]=[CH:19][CH:18]=[C:17]([Cl:21])[CH:16]=1)[CH2:3][P:4](=[O:11])([O:8][CH2:9][CH3:10])[O:5][CH2:6][CH3:7].CCCC[N+](CCCC)(CCCC)CCCC.[F-]. The catalyst is C1COCC1. The product is [Cl:21][C:17]1[CH:16]=[C:15]([C:14]2[O:13][N:12]=[C:2]([CH2:3][P:4](=[O:11])([O:8][CH2:9][CH3:10])[O:5][CH2:6][CH3:7])[N:1]=2)[CH:20]=[CH:19][CH:18]=1. The yield is 0.500. (5) The reactants are [CH:1]1([C@@H:6]2[NH:11][C:10](=[O:12])[C@H:9]([CH2:13][CH:14]([CH3:16])[CH3:15])[NH:8][CH2:7]2)[CH2:5][CH2:4][CH2:3][CH2:2]1.[F:17][C:18]1[CH:23]=[C:22]([F:24])[CH:21]=[CH:20][C:19]=1[C:25]1[O:29][N:28]=[C:27]([C:30](O)=[O:31])[CH:26]=1.C([C@@H]1N(C(=O)/C=C/C2C=CC=CC=2)C[C@H](CC(C)C)NC1=O)C(C)C. No catalyst specified. The product is [CH:1]1([C@@H:6]2[NH:11][C:10](=[O:12])[C@H:9]([CH2:13][CH:14]([CH3:16])[CH3:15])[N:8]([C:30]([C:27]3[CH:26]=[C:25]([C:19]4[CH:20]=[CH:21][C:22]([F:24])=[CH:23][C:18]=4[F:17])[O:29][N:28]=3)=[O:31])[CH2:7]2)[CH2:2][CH2:3][CH2:4][CH2:5]1. The yield is 0.751. (6) The yield is 0.900. The reactants are [Br:1]Br.Cl.[S:4]1[C:8]2[CH2:9][NH:10][CH2:11][CH2:12][C:7]=2[CH:6]=[CH:5]1. The catalyst is C(O)(=O)C. The product is [BrH:1].[Br:1][C:5]1[S:4][C:8]2[CH2:9][NH:10][CH2:11][CH2:12][C:7]=2[CH:6]=1. (7) The reactants are [CH3:1][S:2][C:3]1[NH:8][C:7](=O)[N:6]2[N:10]=[CH:11][CH:12]=[C:5]2[N:4]=1.P(Cl)(Cl)([Cl:15])=O.C(N(CC)CC)C. The catalyst is C(#N)C. The product is [Cl:15][C:7]1[N:6]2[N:10]=[CH:11][CH:12]=[C:5]2[N:4]=[C:3]([S:2][CH3:1])[N:8]=1. The yield is 0.710. (8) The reactants are [CH3:1][C:2]1([CH3:11])[CH2:7][C:6](=[O:8])[CH2:5][C:4]([CH3:10])([CH3:9])[NH:3]1.B(F)(F)F.[CH3:16]COCC.C[Si](C=[N+]=[N-])(C)C.CCCCCC. The catalyst is ClCCl.[OH-].[Na+]. The product is [CH3:11][C:2]1([CH3:1])[CH2:7][C:6](=[O:8])[CH2:5][CH2:16][C:4]([CH3:9])([CH3:10])[NH:3]1. The yield is 0.330.